The task is: Predict the reactants needed to synthesize the given product.. This data is from Full USPTO retrosynthesis dataset with 1.9M reactions from patents (1976-2016). (1) Given the product [F:1][C:2]1[CH:7]=[C:6]([N+:8]([O-:10])=[O:9])[CH:5]=[CH:4][C:3]=1[CH2:11][N:20]1[CH2:25][CH2:24][O:23][CH2:22][CH2:21]1, predict the reactants needed to synthesize it. The reactants are: [F:1][C:2]1[CH:7]=[C:6]([N+:8]([O-:10])=[O:9])[CH:5]=[CH:4][C:3]=1[CH3:11].BrN1C(=O)CCC1=O.[NH:20]1[CH2:25][CH2:24][O:23][CH2:22][CH2:21]1.C(OCC)(=O)C. (2) Given the product [Cl:1][C:2]1[CH:3]=[CH:4][C:5]([CH2:8][O:9][C:10]2[CH:15]=[CH:14][N:13]([C:16]3[CH:17]=[N:18][C:19]([NH:29][CH2:28][CH2:27][NH:26][CH2:24][CH3:25])=[CH:20][CH:21]=3)[C:12](=[O:23])[CH:11]=2)=[N:6][CH:7]=1, predict the reactants needed to synthesize it. The reactants are: [Cl:1][C:2]1[CH:3]=[CH:4][C:5]([CH2:8][O:9][C:10]2[CH:15]=[CH:14][N:13]([C:16]3[CH:17]=[N:18][C:19](F)=[CH:20][CH:21]=3)[C:12](=[O:23])[CH:11]=2)=[N:6][CH:7]=1.[CH2:24]([NH:26][CH2:27][CH2:28][NH2:29])[CH3:25].C([O-])([O-])=O.[K+].[K+]. (3) Given the product [ClH:34].[NH2:7][CH:8]([C:9](=[O:13])[N:10]([CH3:11])[CH3:12])[C:14]1[CH:19]=[CH:18][C:17]([O:20][C:21]2[CH:22]=[CH:23][C:24]([CH2:27][CH2:28][C:29]([NH2:30])=[O:31])=[CH:25][CH:26]=2)=[CH:16][CH:15]=1, predict the reactants needed to synthesize it. The reactants are: C(OC(=O)[NH:7][CH:8]([C:14]1[CH:19]=[CH:18][C:17]([O:20][C:21]2[CH:26]=[CH:25][C:24]([CH2:27][CH2:28][C:29](=[O:31])[NH2:30])=[CH:23][CH:22]=2)=[CH:16][CH:15]=1)[C:9](=[O:13])[N:10]([CH3:12])[CH3:11])(C)(C)C.C(Cl)[Cl:34]. (4) Given the product [ClH:1].[ClH:30].[Cl:1][C:2]1[CH:3]=[C:4]([CH:26]=[CH:27][C:28]=1[Cl:29])[O:5][CH:6]1[CH2:7][CH2:8][N:9]([C:12]2([CH3:25])[CH2:17][CH2:16][NH:15][CH2:14][CH2:13]2)[CH2:10][CH2:11]1, predict the reactants needed to synthesize it. The reactants are: [Cl:1][C:2]1[CH:3]=[C:4]([CH:26]=[CH:27][C:28]=1[Cl:29])[O:5][CH:6]1[CH2:11][CH2:10][N:9]([C:12]2([CH3:25])[CH2:17][CH2:16][N:15](C(OC(C)(C)C)=O)[CH2:14][CH2:13]2)[CH2:8][CH2:7]1.[ClH:30]. (5) Given the product [BrH:24].[Cl:1][C:2]1[CH:21]=[CH:20][C:5]([O:6][C@@H:7]([C:14]2[CH:19]=[CH:18][CH:17]=[CH:16][CH:15]=2)[C@H:8]2[O:13][CH2:12][CH2:11][NH:10][CH2:9]2)=[C:4]([O:22][CH3:23])[CH:3]=1, predict the reactants needed to synthesize it. The reactants are: [Cl:1][C:2]1[CH:21]=[CH:20][C:5]([O:6][C@@H:7]([C:14]2[CH:19]=[CH:18][CH:17]=[CH:16][CH:15]=2)[C@H:8]2[O:13][CH2:12][CH2:11][NH:10][CH2:9]2)=[C:4]([O:22][CH3:23])[CH:3]=1.[BrH:24].N#N. (6) Given the product [CH3:1][N:2]([C:4]([NH:6][C:7]([NH2:9])=[NH:8])=[NH:5])[CH3:3].[C:11]([O-:14])(=[O:13])[CH3:12], predict the reactants needed to synthesize it. The reactants are: [CH3:1][N:2]([C:4]([N:6]=[C:7]([NH2:9])[NH2:8])=[NH:5])[CH3:3].Cl.[C:11]([OH:14])(=[O:13])[CH3:12].[OH-].[K+]. (7) Given the product [Br:1][C:2]1[CH:7]=[N:6][CH:5]=[C:4]([CH2:8][N:24]2[CH2:29][CH2:28][CH2:27][CH2:26][CH2:25]2)[CH:3]=1, predict the reactants needed to synthesize it. The reactants are: [Br:1][C:2]1[CH:3]=[C:4]([CH:8]=O)[CH:5]=[N:6][CH:7]=1.[BH-](OC(C)=O)(OC(C)=O)OC(C)=O.[Na+].[NH:24]1[CH2:29][CH2:28][CH2:27][CH2:26][CH2:25]1. (8) Given the product [CH3:1][CH:2]1[CH2:4][CH:3]1[C:5]1[O:7][C:24]2[C:16](=[C:17]([C:18]([OH:20])=[O:19])[CH:21]=[CH:22][CH:23]=2)[N:15]=1, predict the reactants needed to synthesize it. The reactants are: [CH3:1][CH:2]1[CH2:4][CH:3]1[C:5]([OH:7])=O.C(Cl)(=O)C(Cl)=O.Br.[NH2:15][C:16]1[C:24](O)=[CH:23][CH:22]=[CH:21][C:17]=1[C:18]([OH:20])=[O:19].C(N(CC)CC)C.O.C1(C)C=CC(S(O)(=O)=O)=CC=1.